This data is from Full USPTO retrosynthesis dataset with 1.9M reactions from patents (1976-2016). The task is: Predict the reactants needed to synthesize the given product. (1) Given the product [CH3:12][O:13][C:14]1[CH:19]=[C:18]([C:6]([C:5]2[CH:9]=[CH:10][CH:11]=[C:3]([O:2][CH3:1])[CH:4]=2)=[O:7])[CH:17]=[CH:16][C:15]=1[O:20][CH3:21], predict the reactants needed to synthesize it. The reactants are: [CH3:1][O:2][C:3]1[CH:4]=[C:5]([CH:9]=[CH:10][CH:11]=1)[C:6](Cl)=[O:7].[CH3:12][O:13][C:14]1[CH:19]=[CH:18][CH:17]=[CH:16][C:15]=1[O:20][CH3:21].[Cl-].[Al+3].[Cl-].[Cl-].COC1C=C(C(C2C=CC(OC)=CC=2)=CC#N)C=CC=1OC. (2) Given the product [Br:17][C:12]1[CH:13]=[C:7]([C:3]2[CH:2]=[N:1][CH:6]=[CH:5][CH:4]=2)[CH:8]=[C:9]([N+:14]([O-:16])=[O:15])[C:10]=1[NH2:11], predict the reactants needed to synthesize it. The reactants are: [N:1]1[CH:6]=[CH:5][CH:4]=[C:3]([C:7]2[CH:13]=[CH:12][C:10]([NH2:11])=[C:9]([N+:14]([O-:16])=[O:15])[CH:8]=2)[CH:2]=1.[Br:17]Br. (3) The reactants are: [C:1]([O:5][C:6]([N:8]1[CH2:13][CH2:12][CH:11]([C:14]#[C:15][C:16]2[C:21](Cl)=[CH:20][N:19]=[C:18]([C:23]3[CH:28]=[CH:27][C:26]([C:29]#[N:30])=[CH:25][C:24]=3[F:31])[CH:17]=2)[CH2:10][CH2:9]1)=[O:7])([CH3:4])([CH3:3])[CH3:2].[OH-:32].[K+].C(P(C(C)(C)C)C1(C(C)C)CC(C(C)C)=CC(C(C)C)=C1C1C=CC=CC=1)(C)(C)C.[OH2:64]. Given the product [C:1]([O:5][C:6]([N:8]1[CH2:13][CH2:12][CH:11]([C:14]2[O:64][C:21]3=[CH:20][N:19]=[C:18]([C:23]4[CH:28]=[CH:27][C:26]([C:29]([NH2:30])=[O:32])=[CH:25][C:24]=4[F:31])[CH:17]=[C:16]3[CH:15]=2)[CH2:10][CH2:9]1)=[O:7])([CH3:4])([CH3:3])[CH3:2], predict the reactants needed to synthesize it. (4) Given the product [OH:40][NH:41][C:5](=[O:6])[C@@H:4]([OH:3])[C@@H:8]([CH2:9][CH2:10][CH2:11][CH3:12])[C:13]([N:15]1[CH2:19][CH2:18][CH2:17][C@H:16]1[C:20]([NH2:60])=[O:22])=[O:14], predict the reactants needed to synthesize it. The reactants are: CC1(C)[O:6][C:5](=O)[CH:4]([CH:8]([C:13]([N:15]2[CH2:19][CH2:18][CH2:17][C@H:16]2[C:20]([OH:22])=O)=[O:14])[CH2:9][CH2:10][CH2:11][CH3:12])[O:3]1.CCN(C(C)C)C(C)C.CN(C([O:40][N:41]1N=NC2C=CC=NC1=2)=[N+](C)C)C.F[P-](F)(F)(F)(F)F.C1C[N:60]([P+](ON2N=NC3C=CC=CC2=3)(N2CCCC2)N2CCCC2)CC1.F[P-](F)(F)(F)(F)F.NO. (5) Given the product [C:35]([NH:1][C:2]1[CH:3]=[CH:4][C:5]([CH:8]([CH3:12])[C:9]([OH:11])=[O:10])=[CH:6][CH:7]=1)(=[O:36])[C:34]1[C:29](=[CH:30][CH:31]=[CH:32][CH:33]=1)[OH:28], predict the reactants needed to synthesize it. The reactants are: [NH2:1][C:2]1[CH:7]=[CH:6][C:5]([CH:8]([CH3:12])[C:9]([OH:11])=[O:10])=[CH:4][CH:3]=1.C[Si](Cl)(C)C.C(N(CC)CC)C.CC([O:28][C:29]1[C:34]([C:35](Cl)=[O:36])=[CH:33][CH:32]=[CH:31][CH:30]=1)=O. (6) Given the product [F:3][C:4]1[CH:11]=[C:10]([NH:12][C@H:13]2[CH2:18][CH2:17][C@H:16]([OH:19])[CH2:15][CH2:14]2)[CH:9]=[CH:8][C:5]=1[C:6]([NH2:7])=[O:24], predict the reactants needed to synthesize it. The reactants are: OO.[F:3][C:4]1[CH:11]=[C:10]([NH:12][C@H:13]2[CH2:18][CH2:17][C@H:16]([OH:19])[CH2:15][CH2:14]2)[CH:9]=[CH:8][C:5]=1[C:6]#[N:7].[OH-].[Li+].S([O-])([O-])(=[O:24])=S.[Na+].[Na+]. (7) Given the product [ClH:7].[F:8][C:9]1[CH:28]=[C:27]([F:29])[CH:26]=[CH:25][C:10]=1[O:11][CH:12]1[CH2:13][CH2:14][NH:15][CH2:16][CH2:17]1, predict the reactants needed to synthesize it. The reactants are: O1CCOCC1.[ClH:7].[F:8][C:9]1[CH:28]=[C:27]([F:29])[CH:26]=[CH:25][C:10]=1[O:11][CH:12]1[CH2:17][CH2:16][N:15](C(OC(C)(C)C)=O)[CH2:14][CH2:13]1. (8) Given the product [I:15][C:4]1[C:3]([O:2][CH3:1])=[CH:12][CH:11]=[C:10]2[C:5]=1[CH:6]=[CH:7][C:8]([C:13]#[N:14])=[CH:9]2, predict the reactants needed to synthesize it. The reactants are: [CH3:1][O:2][C:3]1[CH:4]=[C:5]2[C:10](=[CH:11][CH:12]=1)[CH:9]=[C:8]([C:13]#[N:14])[CH:7]=[CH:6]2.[I:15]N1C(=O)CCC1=O.C(=O)([O-])O.[Na+]. (9) Given the product [N:22]1[CH:6]=[CH:5][CH:4]=[C:3]([S:8]([N:11]2[C:19]3[CH:18]=[CH:17][CH:16]=[C:15]([CH:20]=[O:21])[C:14]=3[CH:13]=[CH:12]2)(=[O:10])=[O:9])[CH:2]=1, predict the reactants needed to synthesize it. The reactants are: C[C:2]1C=[CH:6][CH:5]=[CH:4][C:3]=1[S:8]([N:11]1[C:19]2[CH:18]=[CH:17][CH:16]=[C:15]([CH:20]=[O:21])[C:14]=2[CH:13]=[CH:12]1)(=[O:10])=[O:9].[N:22]1C=CC=C(S(N2C3C(=C(C=C)C=CC=3)C=C2)(=O)=O)C=1.N1C(C)=CC=CC=1C.I([O-])(=O)(=O)=O.[Na+]. (10) Given the product [CH2:22]([C:9]([CH2:1][CH2:2][C:3]1[CH:8]=[CH:7][CH:6]=[CH:5][CH:4]=1)([C:15]([O:17][CH2:18][CH3:19])=[O:16])[C:10]([O:12][CH2:13][CH3:14])=[O:11])[C:23]1[CH:28]=[CH:27][CH:26]=[CH:25][CH:24]=1, predict the reactants needed to synthesize it. The reactants are: [CH2:1]([CH:9]([C:15]([O:17][CH2:18][CH3:19])=[O:16])[C:10]([O:12][CH2:13][CH3:14])=[O:11])[CH2:2][C:3]1[CH:8]=[CH:7][CH:6]=[CH:5][CH:4]=1.[H-].[Na+].[CH2:22](Br)[C:23]1[CH:28]=[CH:27][CH:26]=[CH:25][CH:24]=1.